From a dataset of Peptide-MHC class I binding affinity with 185,985 pairs from IEDB/IMGT. Regression. Given a peptide amino acid sequence and an MHC pseudo amino acid sequence, predict their binding affinity value. This is MHC class I binding data. (1) The peptide sequence is QAGFFLLTR. The MHC is HLA-A11:01 with pseudo-sequence HLA-A11:01. The binding affinity (normalized) is 0.0841. (2) The peptide sequence is NTRDHVNLV. The MHC is HLA-A29:02 with pseudo-sequence HLA-A29:02. The binding affinity (normalized) is 0.0847. (3) The peptide sequence is GYLKPTTFML. The MHC is HLA-A29:02 with pseudo-sequence HLA-A29:02. The binding affinity (normalized) is 0.359. (4) The peptide sequence is HIYLGSANM. The MHC is HLA-A02:03 with pseudo-sequence HLA-A02:03. The binding affinity (normalized) is 0.330. (5) The peptide sequence is GENAVIPKG. The MHC is HLA-B40:02 with pseudo-sequence HLA-B40:02. The binding affinity (normalized) is 0.371. (6) The peptide sequence is IIANARIEV. The MHC is HLA-B15:01 with pseudo-sequence HLA-B15:01. The binding affinity (normalized) is 0.143.